This data is from NCI-60 drug combinations with 297,098 pairs across 59 cell lines. The task is: Regression. Given two drug SMILES strings and cell line genomic features, predict the synergy score measuring deviation from expected non-interaction effect. (1) Drug 1: CC1C(C(CC(O1)OC2CC(CC3=C2C(=C4C(=C3O)C(=O)C5=C(C4=O)C(=CC=C5)OC)O)(C(=O)C)O)N)O.Cl. Drug 2: C1C(C(OC1N2C=NC3=C(N=C(N=C32)Cl)N)CO)O. Cell line: UACC62. Synergy scores: CSS=4.62, Synergy_ZIP=-6.57, Synergy_Bliss=-9.92, Synergy_Loewe=-11.0, Synergy_HSA=-8.81. (2) Drug 1: CC1C(C(CC(O1)OC2CC(CC3=C2C(=C4C(=C3O)C(=O)C5=C(C4=O)C(=CC=C5)OC)O)(C(=O)CO)O)N)O.Cl. Drug 2: C1=NC2=C(N1)C(=S)N=CN2. Cell line: M14. Synergy scores: CSS=35.6, Synergy_ZIP=-6.31, Synergy_Bliss=-2.73, Synergy_Loewe=-6.13, Synergy_HSA=-2.55. (3) Drug 1: CC1C(C(CC(O1)OC2CC(CC3=C2C(=C4C(=C3O)C(=O)C5=C(C4=O)C(=CC=C5)OC)O)(C(=O)CO)O)N)O.Cl. Drug 2: C1CN(P(=O)(OC1)NCCCl)CCCl. Cell line: SK-MEL-5. Synergy scores: CSS=7.71, Synergy_ZIP=-0.00841, Synergy_Bliss=3.12, Synergy_Loewe=1.59, Synergy_HSA=1.62. (4) Drug 1: C1=NC2=C(N1)C(=S)N=C(N2)N. Drug 2: C1CC(=O)NC(=O)C1N2C(=O)C3=CC=CC=C3C2=O. Cell line: CAKI-1. Synergy scores: CSS=50.9, Synergy_ZIP=9.87, Synergy_Bliss=12.2, Synergy_Loewe=-5.97, Synergy_HSA=12.3. (5) Drug 1: COC1=CC(=CC(=C1O)OC)C2C3C(COC3=O)C(C4=CC5=C(C=C24)OCO5)OC6C(C(C7C(O6)COC(O7)C8=CC=CS8)O)O. Drug 2: C1C(C(OC1N2C=NC(=NC2=O)N)CO)O. Cell line: LOX IMVI. Synergy scores: CSS=35.8, Synergy_ZIP=-3.76, Synergy_Bliss=-3.51, Synergy_Loewe=0.0958, Synergy_HSA=1.07. (6) Drug 1: C1=NC2=C(N=C(N=C2N1C3C(C(C(O3)CO)O)O)F)N. Drug 2: C1CN1C2=NC(=NC(=N2)N3CC3)N4CC4. Cell line: T-47D. Synergy scores: CSS=11.4, Synergy_ZIP=-4.88, Synergy_Bliss=-2.98, Synergy_Loewe=-8.40, Synergy_HSA=-1.74. (7) Drug 1: CCCS(=O)(=O)NC1=C(C(=C(C=C1)F)C(=O)C2=CNC3=C2C=C(C=N3)C4=CC=C(C=C4)Cl)F. Drug 2: CCC(=C(C1=CC=CC=C1)C2=CC=C(C=C2)OCCN(C)C)C3=CC=CC=C3.C(C(=O)O)C(CC(=O)O)(C(=O)O)O. Cell line: KM12. Synergy scores: CSS=20.6, Synergy_ZIP=-3.64, Synergy_Bliss=6.60, Synergy_Loewe=1.48, Synergy_HSA=3.61. (8) Drug 1: C(CC(=O)O)C(=O)CN.Cl. Drug 2: C1CC(=O)NC(=O)C1N2C(=O)C3=CC=CC=C3C2=O. Cell line: ACHN. Synergy scores: CSS=-3.56, Synergy_ZIP=1.11, Synergy_Bliss=0.770, Synergy_Loewe=-4.67, Synergy_HSA=-4.72.